This data is from Forward reaction prediction with 1.9M reactions from USPTO patents (1976-2016). The task is: Predict the product of the given reaction. (1) Given the reactants Cl.Cl.[CH2:3]([O:5][C:6]1[CH:7]=[C:8]2[C:13](=[C:14]3[CH2:18][C:17]([CH3:20])([CH3:19])[O:16][C:15]=13)[C:12]([C:21]1[CH:22]=[C:23]([NH2:27])[CH:24]=[CH:25][CH:26]=1)=[N:11][C:10]([CH3:29])([CH3:28])[CH2:9]2)[CH3:4].C(N(CC)CC)C.[O-:37][C:38]#[N:39].[Na+].FC(F)(F)C(O)=O.C(=O)([O-])O.[Na+], predict the reaction product. The product is: [CH2:3]([O:5][C:6]1[CH:7]=[C:8]2[C:13](=[C:14]3[CH2:18][C:17]([CH3:20])([CH3:19])[O:16][C:15]=13)[C:12]([C:21]1[CH:22]=[C:23]([NH:27][C:38]([NH2:39])=[O:37])[CH:24]=[CH:25][CH:26]=1)=[N:11][C:10]([CH3:28])([CH3:29])[CH2:9]2)[CH3:4]. (2) Given the reactants Cl.ClC1[N:4]([C:12]2[CH:30]=[CH:29][C:15]([O:16][CH2:17][CH2:18][CH2:19][N:20]3[CH2:25][CH2:24][CH:23]([C:26]([OH:28])=O)[CH2:22][CH2:21]3)=[CH:14][CH:13]=2)[N:5]=[C:6]2[C:11]=1[CH:10]=[CH:9][CH:8]=C2.[C:31]([Cl:36])(=O)[C:32](Cl)=O.[CH3:37][NH2:38], predict the reaction product. The product is: [CH3:37][NH:38][C:26]([CH:23]1[CH2:22][CH2:21][N:20]([CH2:19][CH2:18][CH2:17][O:16][C:15]2[CH:14]=[CH:13][C:12]([N:4]3[C:31]([Cl:36])=[C:32]4[C:6]([CH:11]=[CH:10][CH:9]=[CH:8]4)=[N:5]3)=[CH:30][CH:29]=2)[CH2:25][CH2:24]1)=[O:28]. (3) Given the reactants [I:1][C:2]1[N:3]=[C:4]([CH2:8][CH2:9][C:10]2[CH:15]=[CH:14][C:13]([C:16]3[CH:21]=[CH:20][CH:19]=[CH:18][N:17]=3)=[CH:12][CH:11]=2)[NH:5][C:6]=1I.S([O-])([O-])=O.[Na+].[Na+], predict the reaction product. The product is: [I:1][C:2]1[N:3]=[C:4]([CH2:8][CH2:9][C:10]2[CH:11]=[CH:12][C:13]([C:16]3[CH:21]=[CH:20][CH:19]=[CH:18][N:17]=3)=[CH:14][CH:15]=2)[NH:5][CH:6]=1. (4) Given the reactants C(=O)([O-])[O-].[K+].[K+].[NH2:7][C:8]([CH3:14])([CH2:11][CH2:12][CH3:13])[C:9]#[N:10].Cl[C:16]([O:18][CH2:19][C:20]1[CH:25]=[CH:24][CH:23]=[CH:22][CH:21]=1)=[O:17], predict the reaction product. The product is: [C:9]([C:8]([NH:7][C:16](=[O:17])[O:18][CH2:19][C:20]1[CH:25]=[CH:24][CH:23]=[CH:22][CH:21]=1)([CH2:11][CH2:12][CH3:13])[CH3:14])#[N:10]. (5) Given the reactants [C:1]([O:4][CH2:5][CH2:6][C:7]1[CH:12]=[CH:11][C:10]([C:13](=O)[CH2:14][CH2:15][CH2:16][CH2:17][CH2:18][CH2:19][CH3:20])=[CH:9][CH:8]=1)(=[O:3])[CH3:2].FC(F)(F)C(O)=O.C([SiH](CC)CC)C, predict the reaction product. The product is: [C:1]([O:4][CH2:5][CH2:6][C:7]1[CH:8]=[CH:9][C:10]([CH2:13][CH2:14][CH2:15][CH2:16][CH2:17][CH2:18][CH2:19][CH3:20])=[CH:11][CH:12]=1)(=[O:3])[CH3:2]. (6) Given the reactants [C:1]1([CH:8]=[CH:7][CH:6]=[C:4]([OH:5])[CH:3]=1)O.C[N+](CCCC)(CCCC)[CH2:11][CH2:12][CH2:13]C.[OH-].[Na+].[C:25]1([OH:31])[CH:30]=[CH:29][CH:28]=[CH:27][CH:26]=1.C(Cl)(Cl)=O, predict the reaction product. The product is: [CH3:11][C:12]([C:28]1[CH:27]=[CH:26][C:25]([OH:31])=[CH:30][CH:29]=1)([C:8]1[CH:1]=[CH:3][C:4]([OH:5])=[CH:6][CH:7]=1)[CH3:13]. (7) Given the reactants [O:1]=[C:2]1[CH2:7][CH2:6][N:5]([C:8]2[CH:16]=[CH:15][C:11]([C:12]([OH:14])=O)=[CH:10][CH:9]=2)[CH2:4][CH2:3]1.Cl.[CH2:18]([O:20][C:21](=[O:25])[CH2:22][CH2:23][NH2:24])[CH3:19], predict the reaction product. The product is: [CH2:18]([O:20][C:21](=[O:25])[CH2:22][CH2:23][NH:24][C:12](=[O:14])[C:11]1[CH:10]=[CH:9][C:8]([N:5]2[CH2:4][CH2:3][C:2](=[O:1])[CH2:7][CH2:6]2)=[CH:16][CH:15]=1)[CH3:19]. (8) The product is: [CH3:5][O:6][C:7](=[O:21])[C:8]1[CH:13]=[C:12]([Cl:14])[C:11]([NH:15][C:16](=[O:18])[CH3:17])=[C:10]([N+:1]([O-:4])=[O:2])[C:9]=1[O:19][CH3:20]. Given the reactants [N+:1]([O-:4])(O)=[O:2].[CH3:5][O:6][C:7](=[O:21])[C:8]1[CH:13]=[C:12]([Cl:14])[C:11]([NH:15][C:16](=[O:18])[CH3:17])=[CH:10][C:9]=1[O:19][CH3:20], predict the reaction product. (9) Given the reactants [C:1]([O:5][C:6]([N:8]1[CH2:13][CH2:12][N:11]([C:14]2[CH:19]=[CH:18][C:17]([NH2:20])=[CH:16][C:15]=2[F:21])[CH2:10][CH2:9]1)=[O:7])([CH3:4])([CH3:3])[CH3:2].CCN(C(C)C)C(C)C.[CH2:31]([CH:33]([CH2:37][CH3:38])[C:34](Cl)=[O:35])[CH3:32].CC(C)=O.C(Cl)Cl, predict the reaction product. The product is: [C:1]([O:5][C:6]([N:8]1[CH2:13][CH2:12][N:11]([C:14]2[CH:19]=[CH:18][C:17]([NH:20][C:34](=[O:35])[CH:33]([CH2:37][CH3:38])[CH2:31][CH3:32])=[CH:16][C:15]=2[F:21])[CH2:10][CH2:9]1)=[O:7])([CH3:4])([CH3:2])[CH3:3].